From a dataset of Reaction yield outcomes from USPTO patents with 853,638 reactions. Predict the reaction yield, written as a fraction of the theoretical maximum amount of product (1.0 means a 100% yield; for example, 0.34 means a 34% yield). The reactants are [OH:1][CH:2]([C:4]1[CH:9]=[CH:8][C:7]([N:10]2[C:15](=[O:16])[C:14]([CH2:17][C:18]3[CH:23]=[CH:22][C:21]([C:24]4[CH:29]=[CH:28][CH:27]=[CH:26][C:25]=4[C:30]4[NH:34][C:33](=[O:35])[O:32][N:31]=4)=[CH:20][CH:19]=3)=[C:13]([CH2:36][CH2:37][CH3:38])[N:12]3[N:39]=[CH:40][N:41]=[C:11]23)=[CH:6][CH:5]=1)[CH3:3].[BH4-].[Na+]. The catalyst is CO. The product is [C:2]([C:4]1[CH:9]=[CH:8][C:7]([N:10]2[C:15](=[O:16])[C:14]([CH2:17][C:18]3[CH:19]=[CH:20][C:21]([C:24]4[CH:29]=[CH:28][CH:27]=[CH:26][C:25]=4[C:30]4[NH:34][C:33](=[O:35])[O:32][N:31]=4)=[CH:22][CH:23]=3)=[C:13]([CH2:36][CH2:37][CH3:38])[N:12]3[N:39]=[CH:40][N:41]=[C:11]23)=[CH:6][CH:5]=1)(=[O:1])[CH3:3]. The yield is 0.720.